Dataset: Forward reaction prediction with 1.9M reactions from USPTO patents (1976-2016). Task: Predict the product of the given reaction. (1) Given the reactants [CH2:1]([N:8]1[C:17](=[O:18])[C:16]2[C:11](=[CH:12][C:13]([Cl:19])=[CH:14][CH:15]=2)[N:10]=[C:9]1[CH:20]([NH:24][CH2:25][C:26](=[O:40])[CH2:27][CH2:28][N:29]1[C:37](=[O:38])[C:36]2[C:31](=[CH:32][CH:33]=[CH:34][CH:35]=2)[C:30]1=[O:39])[CH:21]([CH3:23])[CH3:22])[C:2]1[CH:7]=[CH:6][CH:5]=[CH:4][CH:3]=1.C(N(CC)CC)C.[C:48]1([CH3:57])[CH:53]=[CH:52][C:51]([C:54](Cl)=[O:55])=[CH:50][CH:49]=1, predict the reaction product. The product is: [CH2:1]([N:8]1[C:17](=[O:18])[C:16]2[C:11](=[CH:12][C:13]([Cl:19])=[CH:14][CH:15]=2)[N:10]=[C:9]1[CH:20]([N:24]([CH2:25][C:26](=[O:40])[CH2:27][CH2:28][N:29]1[C:37](=[O:38])[C:36]2[C:31](=[CH:32][CH:33]=[CH:34][CH:35]=2)[C:30]1=[O:39])[C:54](=[O:55])[C:51]1[CH:52]=[CH:53][C:48]([CH3:57])=[CH:49][CH:50]=1)[CH:21]([CH3:23])[CH3:22])[C:2]1[CH:3]=[CH:4][CH:5]=[CH:6][CH:7]=1. (2) Given the reactants Cl[CH2:2][C:3]1[CH:22]=[CH:21][CH:20]=[CH:19][C:4]=1[O:5][CH2:6][C:7]1[N:8]=[C:9]([C:13]2[CH:18]=[CH:17][CH:16]=[CH:15][CH:14]=2)[O:10][C:11]=1[CH3:12].[OH:23]/[N:24]=[C:25](/[C:32]1[CH:37]=[CH:36][CH:35]=[CH:34][CH:33]=1)\[CH2:26][CH2:27][C:28]([O:30][CH3:31])=[O:29].[H-].[Na+].Cl, predict the reaction product. The product is: [CH3:12][C:11]1[O:10][C:9]([C:13]2[CH:18]=[CH:17][CH:16]=[CH:15][CH:14]=2)=[N:8][C:7]=1[CH2:6][O:5][C:4]1[CH:19]=[CH:20][CH:21]=[CH:22][C:3]=1[CH2:2][O:23]/[N:24]=[C:25](/[C:32]1[CH:37]=[CH:36][CH:35]=[CH:34][CH:33]=1)\[CH2:26][CH2:27][C:28]([O:30][CH3:31])=[O:29]. (3) Given the reactants Cl[C:2]1[CH:3]=[C:4]([S:9][CH2:10][CH2:11][CH2:12][C:13]([OH:15])=[O:14])[CH:5]=[CH:6][C:7]=1Cl.[F:16]C1C=CC=CC=1S.[OH-].[K+].BrCCCC(OCC)=O, predict the reaction product. The product is: [F:16][C:5]1[CH:6]=[CH:7][CH:2]=[CH:3][C:4]=1[S:9][CH2:10][CH2:11][CH2:12][C:13]([OH:15])=[O:14]. (4) Given the reactants CO[CH:3]([O:7][CH3:8])[CH2:4]OC.FC(F)(F)C(O)=O.[NH2:16][C:17]1[CH:25]=[C:24]([C:26]([F:29])([F:28])[F:27])[CH:23]=[CH:22][C:18]=1[C:19]([OH:21])=[O:20].C(O[BH-](OC(=O)C)OC(=O)C)(=O)C.[Na+], predict the reaction product. The product is: [CH3:8][O:7][CH2:3][CH2:4][NH:16][C:17]1[CH:25]=[C:24]([C:26]([F:27])([F:28])[F:29])[CH:23]=[CH:22][C:18]=1[C:19]([OH:21])=[O:20]. (5) Given the reactants [NH2:1][C:2]1[C:3]([NH:9][C:10]([C:12]2[N:13]([CH3:22])[N:14]=[C:15]([C:18]([CH3:21])([CH3:20])[CH3:19])[C:16]=2[Cl:17])=O)=[N:4][CH:5]=[C:6](Br)[N:7]=1.[F:23][C:24]([F:36])([F:35])[O:25][C:26]1[CH:31]=[CH:30][CH:29]=[CH:28][C:27]=1B(O)O.C([O-])([O-])=O.[Cs+].[Cs+].C(Cl)Cl, predict the reaction product. The product is: [C:18]([C:15]1[C:16]([Cl:17])=[C:12]([C:10]2[NH:9][C:3]3=[N:4][CH:5]=[C:6]([C:27]4[CH:28]=[CH:29][CH:30]=[CH:31][C:26]=4[O:25][C:24]([F:23])([F:36])[F:35])[N:7]=[C:2]3[N:1]=2)[N:13]([CH3:22])[N:14]=1)([CH3:21])([CH3:20])[CH3:19].